Dataset: M1 muscarinic receptor antagonist screen with 61,756 compounds. Task: Binary Classification. Given a drug SMILES string, predict its activity (active/inactive) in a high-throughput screening assay against a specified biological target. The result is 0 (inactive). The molecule is O=C1CC(CC(NC)=C1C(=O)CCC(=O)NC)(C)C.